Dataset: Full USPTO retrosynthesis dataset with 1.9M reactions from patents (1976-2016). Task: Predict the reactants needed to synthesize the given product. Given the product [CH2:1]([NH:8][C:9]([NH:11][N:12]([C:14]([CH3:19])([CH3:18])[C:15]([NH:20][C@@H:21]([CH2:44][C:45]1[CH:50]=[CH:49][C:48]([O:51][C:52]([CH3:54])([CH3:53])[CH3:55])=[CH:47][CH:46]=1)[C:22]([N:24]([CH2:36][CH:37]([O:41][CH2:42][CH3:43])[O:38][CH2:39][CH3:40])[CH2:25][C:26]1[C:35]2[C:30](=[CH:31][CH:32]=[CH:33][CH:34]=2)[CH:29]=[CH:28][CH:27]=1)=[O:23])=[O:17])[CH3:13])=[O:10])[C:2]1[CH:3]=[CH:4][CH:5]=[CH:6][CH:7]=1, predict the reactants needed to synthesize it. The reactants are: [CH2:1]([NH:8][C:9]([NH:11][N:12]([C:14]([CH3:19])([CH3:18])[C:15]([OH:17])=O)[CH3:13])=[O:10])[C:2]1[CH:7]=[CH:6][CH:5]=[CH:4][CH:3]=1.[NH2:20][C@@H:21]([CH2:44][C:45]1[CH:50]=[CH:49][C:48]([O:51][C:52]([CH3:55])([CH3:54])[CH3:53])=[CH:47][CH:46]=1)[C:22]([N:24]([CH2:36][CH:37]([O:41][CH2:42][CH3:43])[O:38][CH2:39][CH3:40])[CH2:25][C:26]1[C:35]2[C:30](=[CH:31][CH:32]=[CH:33][CH:34]=2)[CH:29]=[CH:28][CH:27]=1)=[O:23].